Dataset: Full USPTO retrosynthesis dataset with 1.9M reactions from patents (1976-2016). Task: Predict the reactants needed to synthesize the given product. (1) Given the product [Cl:20][C:17]1[CH:16]=[CH:15][C:14]([C:11]2[CH:12]=[C:13]3[C@H:4]([NH2:1])[CH2:5][C:6]([CH3:30])([CH3:29])[O:7][C:8]3=[N:9][C:10]=2[C:21]2[CH:26]=[CH:25][C:24]([Cl:27])=[CH:23][C:22]=2[Cl:28])=[CH:19][CH:18]=1, predict the reactants needed to synthesize it. The reactants are: [N:1]([C@H:4]1[C:13]2[C:8](=[N:9][C:10]([C:21]3[CH:26]=[CH:25][C:24]([Cl:27])=[CH:23][C:22]=3[Cl:28])=[C:11]([C:14]3[CH:19]=[CH:18][C:17]([Cl:20])=[CH:16][CH:15]=3)[CH:12]=2)[O:7][C:6]([CH3:30])([CH3:29])[CH2:5]1)=[N+]=[N-].O.CP(C)C. (2) Given the product [Br:8][C:9]1[CH:10]=[C:11]([C:17]([C:19]2[C:23]3[CH:24]=[C:25]([OH:28])[CH:26]=[CH:27][C:22]=3[O:21][C:20]=2[CH2:30][CH3:31])=[O:18])[CH:12]=[C:13]([Br:16])[C:14]=1[OH:15], predict the reactants needed to synthesize it. The reactants are: [Al+3].[Cl-].[Cl-].[Cl-].C(S)C.[Br:8][C:9]1[CH:10]=[C:11]([C:17]([C:19]2[C:23]3[CH:24]=[C:25]([O:28]C)[CH:26]=[CH:27][C:22]=3[O:21][C:20]=2[CH2:30][CH3:31])=[O:18])[CH:12]=[C:13]([Br:16])[C:14]=1[OH:15].